From a dataset of Experimentally validated miRNA-target interactions with 360,000+ pairs, plus equal number of negative samples. Binary Classification. Given a miRNA mature sequence and a target amino acid sequence, predict their likelihood of interaction. (1) The miRNA is hsa-miR-4429 with sequence AAAAGCUGGGCUGAGAGGCG. The protein sequence of the target gene is MTDKSIVILSLMVFHSSFINGKTCRRQLVEEWHPQPSSYVVNWTLTENICLDFYRDCWFLGVNTKIDTSGNQAVPQICPLQIQLGDILVISSEPSLQFPEINLMNVSETSFVGCVQNTTTEDQLLFGCRLKGMHTVNSKWLSVGTHYFITVMASGPSPCPLGLRLNVTVKQQFCQESLSSEFCSGHGKCLSEAWSKTYSCHCQPPFSGKYCQELDACSFKPCKNNGSCINKRENWDEQAYECVCHPPFTGKNCSEIIGQCQPHVCFHGNCSNITSNSFICECDEQFSGPFCEVSAKPCVS.... Result: 0 (no interaction). (2) The miRNA is hsa-miR-196a-3p with sequence CGGCAACAAGAAACUGCCUGAG. The protein sequence of the target gene is MAERRAFAQKISRTVAAEVRKQISGQYSGSPQLLKNLNIVGNISHHTTVPLTEAVDPVDLEDYLITHPLAVDSGPLRDLIEFPPDDIEVVYSPRDCRTLVSAVPEESEMDPHVRDCIRSYTEDWAIVIRKYHKLGTGFNPNTLDKQKERQKGLPKQVFESDEAPDGNSYQDDQDDLKRRSMSIDDTPRGSWACSIFDLKNSLPDALLPNLLDRTPNEEIDRQNDDQRKSNRHKELFALHPSPDEEEPIERLSVPDIPKEHFGQRLLVKCLSLKFEIEIEPIFASLALYDVKEKKKISENF.... Result: 1 (interaction). (3) The miRNA is hsa-miR-2467-3p with sequence AGCAGAGGCAGAGAGGCUCAGG. The protein sequence of the target gene is MATDSWALAVDEQEAAVKSMTNLQIKEEKVKADTNGIIKTSTTAEKTDEEEKEDRAAQSLLNKLIRSNLVDNTNQVEVLQRDPNSPLYSVKSFEELRLKPQLLQGVYAMGFNRPSKIQENALPMMLAEPPQNLIAQSQSGTGKTAAFVLAMLSRVEPSDRYPQCLCLSPTYELALQTGKVIEQMGKFYPELKLAYAVRGNKLERGQKISEQIVIGTPGTVLDWCSKLKFIDPKKIKVFVLDEADVMIATQGHQDQSIRIQRMLPRNCQMLLFSATFEDSVWKFAQKVVPDPNVIKLKREE.... Result: 1 (interaction). (4) The miRNA is cel-miR-789-3p with sequence UCCCUGCCUGGGUCACCAAUUGU. The protein sequence of the target gene is MPRQLSAAAALFASLAVILHDGSQMRAKAFPETRDYSQPTAAATVQDIKKPVQQPAKQAPHQTLAARFMDGHITFQTAATVKIPTTTPATTKNTATTSPITYTLVTTQATPNNSHTAPPVTEVTVGPSLAPYSLPPTITPPAHTTGTSSSTVSHTTGNTTQPSNQTTLPATLSIALHKSTTGQKPVQPTHAPGTTAAAHNTTRTAAPASTVPGPTLAPQPSSVKTGIYQVLNGSRLCIKAEMGIQLIVQDKESVFSPRRYFNIDPNATQASGNCGTRKSNLLLNFQGGFVNLTFTKDEES.... Result: 0 (no interaction).